From a dataset of Forward reaction prediction with 1.9M reactions from USPTO patents (1976-2016). Predict the product of the given reaction. (1) The product is: [ClH:1].[ClH:1].[C:42]1([CH2:41][CH2:40][O:39][C:36]2[CH:35]=[CH:34][C:33]([CH:17]([C:11]3([OH:10])[CH2:12][CH2:13][CH2:14][CH2:15][CH2:16]3)[CH2:18][N:20]3[CH2:25][CH2:24][NH:23][CH2:22][CH2:21]3)=[CH:38][CH:37]=2)[CH:43]=[CH:44][CH:45]=[CH:46][CH:47]=1. Given the reactants [ClH:1].Cl.C1(O)CCCCC1.[OH:10][C:11]1([CH:17]([C:33]2[CH:38]=[CH:37][C:36]([O:39][CH2:40][CH2:41][C:42]3[CH:47]=[CH:46][CH:45]=[CH:44][CH:43]=3)=[CH:35][CH:34]=2)[C:18]([N:20]2[CH2:25][CH2:24][N:23](C(OC(C)(C)C)=O)[CH2:22][CH2:21]2)=O)[CH2:16][CH2:15][CH2:14][CH2:13][CH2:12]1, predict the reaction product. (2) Given the reactants [NH:1]1[CH2:6][CH2:5][CH2:4][CH2:3][CH2:2]1.C(N(CC)CC)C.Cl[C:15](=[O:20])[C:16]([O:18]C)=O.[CH3:21][C:22]([CH3:27])([CH3:26])[C:23](=[O:25])[CH3:24].CC(C)([O-])C.[K+].C(O)(=O)C, predict the reaction product. The product is: [CH3:21][C:22]([CH3:27])([CH3:26])[C:23](=[O:25])[CH2:24][C:15](=[O:20])[C:16]([N:1]1[CH2:6][CH2:5][CH2:4][CH2:3][CH2:2]1)=[O:18].